From a dataset of Forward reaction prediction with 1.9M reactions from USPTO patents (1976-2016). Predict the product of the given reaction. (1) Given the reactants [NH2:1][C:2]1[CH:7]=[CH:6][N:5]=[CH:4][CH:3]=1.Cl[C:9]1[N:27]=[C:12]2[C:13]([NH:17][CH2:18][C:19]3[CH:24]=[CH:23][CH:22]=[CH:21][C:20]=3[O:25][CH3:26])=[CH:14][CH:15]=[CH:16][N:11]2[N:10]=1, predict the reaction product. The product is: [CH3:26][O:25][C:20]1[CH:21]=[CH:22][CH:23]=[CH:24][C:19]=1[CH2:18][NH:17][C:13]1[C:12]2[N:11]([N:10]=[C:9]([NH:1][C:2]3[CH:7]=[CH:6][N:5]=[CH:4][CH:3]=3)[N:27]=2)[CH:16]=[CH:15][CH:14]=1. (2) Given the reactants BrC1C([C@@H](NC(=O)CN2C3C(F)(F)CCC(F)(F)C=3C(C(F)F)=N2)CC2C=C(F)C=C(F)C=2)=NC=C(Br)C=1.[NH2:39][C@H:40]([C:50]1[C:55]([C:56]2[CH:57]=[CH:58][C:59]([Cl:71])=[C:60]3[C:64]=2[N:63]([CH3:65])[N:62]=[C:61]3[NH:66][S:67]([CH3:70])(=[O:69])=[O:68])=[CH:54][CH:53]=[C:52]([C:72]#[C:73][C:74]([OH:77])([CH3:76])[CH3:75])[N:51]=1)[CH2:41][C:42]1[CH:47]=[C:46]([F:48])[CH:45]=[C:44]([F:49])[CH:43]=1.[CH:78]1([C:81]2[N:85]([CH2:86][C:87](O)=[O:88])[N:84]=[C:83]([C:90]([F:93])([F:92])[F:91])[CH:82]=2)[CH2:80][CH2:79]1, predict the reaction product. The product is: [Cl:71][C:59]1[CH:58]=[CH:57][C:56]([C:55]2[C:50]([C@@H:40]([NH:39][C:87](=[O:88])[CH2:86][N:85]3[C:81]([CH:78]4[CH2:80][CH2:79]4)=[CH:82][C:83]([C:90]([F:92])([F:91])[F:93])=[N:84]3)[CH2:41][C:42]3[CH:47]=[C:46]([F:48])[CH:45]=[C:44]([F:49])[CH:43]=3)=[N:51][C:52]([C:72]#[C:73][C:74]([OH:77])([CH3:75])[CH3:76])=[CH:53][CH:54]=2)=[C:64]2[C:60]=1[C:61]([NH:66][S:67]([CH3:70])(=[O:68])=[O:69])=[N:62][N:63]2[CH3:65]. (3) Given the reactants [H-].[Na+].[CH3:3][O:4][C:5]([C:7]1([NH:19][CH:20]=[O:21])[CH2:11][CH2:10][N:9]([C:12]([O:14][C:15]([CH3:18])([CH3:17])[CH3:16])=[O:13])[CH2:8]1)=[O:6].[CH3:22]N(C=O)C.CI, predict the reaction product. The product is: [CH3:3][O:4][C:5]([C:7]1([N:19]([CH:20]=[O:21])[CH3:22])[CH2:11][CH2:10][N:9]([C:12]([O:14][C:15]([CH3:18])([CH3:16])[CH3:17])=[O:13])[CH2:8]1)=[O:6]. (4) Given the reactants [Cl:1][C:2]1[CH:7]=[C:6]([N:8]([CH3:10])[CH3:9])[C:5]([F:11])=[CH:4][C:3]=1[C:12]1[CH:17]=[CH:16][N:15]=[C:14]([NH:18][CH:19]([CH2:22][O:23][CH3:24])[CH2:20][CH3:21])[C:13]=1[N+:25]([O-])=O.Cl[Sn]Cl.O, predict the reaction product. The product is: [Cl:1][C:2]1[CH:7]=[C:6]([N:8]([CH3:9])[CH3:10])[C:5]([F:11])=[CH:4][C:3]=1[C:12]1[CH:17]=[CH:16][N:15]=[C:14]([NH:18][CH:19]([CH2:22][O:23][CH3:24])[CH2:20][CH3:21])[C:13]=1[NH2:25]. (5) Given the reactants Br[C:2]1[C:3]([CH:8]=[O:9])=[N:4][CH:5]=[CH:6][CH:7]=1.C(=O)([O-])[O-].[K+].[K+].[CH3:16][O:17][C:18]1[CH:23]=[CH:22][C:21](B(O)O)=[CH:20][CH:19]=1, predict the reaction product. The product is: [CH3:16][O:17][C:18]1[CH:23]=[CH:22][C:21]([C:2]2[C:3]([CH:8]=[O:9])=[N:4][CH:5]=[CH:6][CH:7]=2)=[CH:20][CH:19]=1. (6) Given the reactants [CH3:1][NH:2][CH2:3][C:4]([O:6][C@H:7]([CH3:44])[CH2:8][N:9]1[C:13]([CH3:14])=[C:12]([C:15](=[O:36])[NH:16][C:17]2[CH:22]=[CH:21][C:20]([O:23][C:24]3[C:33]4[C:28](=[CH:29][C:30]([O:34][CH3:35])=[CH:31][CH:32]=4)[N:27]=[CH:26][CH:25]=3)=[CH:19][N:18]=2)[C:11](=[O:37])[N:10]1[C:38]1[CH:43]=[CH:42][CH:41]=[CH:40][CH:39]=1)=[O:5].[C:45]([OH:52])(=[O:51])/[CH:46]=[CH:47]\[C:48]([OH:50])=[O:49], predict the reaction product. The product is: [C:45]([OH:52])(=[O:51])/[CH:46]=[CH:47]\[C:48]([OH:50])=[O:49].[CH3:1][NH:2][CH2:3][C:4]([O:6][C@H:7]([CH3:44])[CH2:8][N:9]1[C:13]([CH3:14])=[C:12]([C:15](=[O:36])[NH:16][C:17]2[CH:22]=[CH:21][C:20]([O:23][C:24]3[C:33]4[C:28](=[CH:29][C:30]([O:34][CH3:35])=[CH:31][CH:32]=4)[N:27]=[CH:26][CH:25]=3)=[CH:19][N:18]=2)[C:11](=[O:37])[N:10]1[C:38]1[CH:39]=[CH:40][CH:41]=[CH:42][CH:43]=1)=[O:5]. (7) Given the reactants [OH:1][C:2]1[CH:3]=[C:4]([C:10](=O)[CH3:11])[CH:5]=[CH:6][C:7]=1[O:8][CH3:9].Cl.[N+:14]([C:17]1[CH:25]=[CH:24][C:20]([CH2:21][O:22][NH2:23])=[CH:19][CH:18]=1)([O-:16])=[O:15].N1C=CC=CC=1, predict the reaction product. The product is: [N+:14]([C:17]1[CH:18]=[CH:19][C:20]([CH2:21][O:22]/[N:23]=[C:10](/[C:4]2[CH:5]=[CH:6][C:7]([O:8][CH3:9])=[C:2]([OH:1])[CH:3]=2)\[CH3:11])=[CH:24][CH:25]=1)([O-:16])=[O:15].